This data is from Human liver microsome stability data. The task is: Regression/Classification. Given a drug SMILES string, predict its absorption, distribution, metabolism, or excretion properties. Task type varies by dataset: regression for continuous measurements (e.g., permeability, clearance, half-life) or binary classification for categorical outcomes (e.g., BBB penetration, CYP inhibition). Dataset: hlm. (1) The molecule is CCN1C(=O)C(c2cc(-c3cnn(C)c3)c(O)cc2O)C(=O)N(c2ccccc2)c2cc(C(F)(F)F)ccc21. The result is 0 (unstable in human liver microsomes). (2) The molecule is C[C@@H]1CN(c2ccc(F)cc2C(F)(F)F)CCN1S(=O)(=O)c1ccc(N2CCC(N(C)C)CC2)cc1Cl. The result is 0 (unstable in human liver microsomes). (3) The compound is Cc1cc(CCC#N)cc(C)c1Oc1cc(Nc2ccc(C#N)cc2)c(N)cc1CO. The result is 1 (stable in human liver microsomes). (4) The molecule is C#Cc1cccc(-c2ccc(CN3CCN(C)CC3)o2)c1Cc1ccc2c(c1C)C=CC2. The result is 1 (stable in human liver microsomes). (5) The compound is O=C(Nc1ccc(NC(=S)Nc2cc(C(F)(F)F)cc(C(F)(F)F)c2)cc1)c1csnn1. The result is 0 (unstable in human liver microsomes). (6) The molecule is OC12CC3CC(C1)CC(NCc1ccc(Br)s1)(C3)C2. The result is 0 (unstable in human liver microsomes). (7) The molecule is NC(=O)c1ccn(-c2cccc(OC(=O)NCCCCCCc3ccccc3)c2)c1. The result is 1 (stable in human liver microsomes).